Dataset: Reaction yield outcomes from USPTO patents with 853,638 reactions. Task: Predict the reaction yield, written as a fraction of the theoretical maximum amount of product (1.0 means a 100% yield; for example, 0.34 means a 34% yield). (1) The reactants are [CH3:1][O:2][C:3]1[CH:13]=[CH:12][C:6]([CH:7]=[CH:8][C:9]([OH:11])=O)=[CH:5][CH:4]=1.C(Cl)(=O)C(Cl)=O.[CH3:20][N:21]([CH3:37])[CH:22]1[CH2:26][CH2:25][N:24]([C:27]2[O:28][C:29]3[CH:35]=[CH:34][C:33]([NH2:36])=[CH:32][C:30]=3[N:31]=2)[CH2:23]1. No catalyst specified. The product is [CH3:20][N:21]([CH3:37])[CH:22]1[CH2:26][CH2:25][N:24]([C:27]2[O:28][C:29]3[CH:35]=[CH:34][C:33]([NH:36][C:9](=[O:11])[CH:8]=[CH:7][C:6]4[CH:5]=[CH:4][C:3]([O:2][CH3:1])=[CH:13][CH:12]=4)=[CH:32][C:30]=3[N:31]=2)[CH2:23]1. The yield is 0.720. (2) The reactants are [C:1]([NH:6][C:7]1[NH:8][C:9](=[O:31])[C:10]2[N:11]=[CH:12][N:13]([C:29]=2[N:30]=1)[C@@H:14]1[O:28][C@H:18]([CH2:19][O:20][Si:21]([C:24]([CH3:27])([CH3:26])[CH3:25])([CH3:23])[CH3:22])[C@@H:16]([OH:17])[CH2:15]1)(=[O:5])[CH:2]([CH3:4])[CH3:3].C(O)(=O)C.C(OC(=O)C)(=O)C.C([O-])([O-])=O.[K+].[K+].[CH3:49][S:50]([CH3:52])=O. No catalyst specified. The product is [C:1]([NH:6][C:7]1[NH:8][C:9](=[O:31])[C:10]2[N:11]=[CH:12][N:13]([C:29]=2[N:30]=1)[C@@H:14]1[O:28][C@H:18]([CH2:19][O:20][Si:21]([C:24]([CH3:26])([CH3:25])[CH3:27])([CH3:23])[CH3:22])[C@@H:16]([O:17][CH2:49][S:50][CH3:52])[CH2:15]1)(=[O:5])[CH:2]([CH3:4])[CH3:3]. The yield is 0.690. (3) The reactants are [OH:1][CH:2]1[CH2:6][CH2:5][N:4]([C:7]2[CH:8]=[C:9]3[C:13](=[CH:14][CH:15]=2)[C:12]2([C:19](=[O:20])[N:18]([CH2:21][C:22]([O:24]C(C)(C)C)=[O:23])[C:17](=[O:29])[NH:16]2)[CH2:11][CH2:10]3)[CH2:3]1.C(O)(C(F)(F)F)=O. The catalyst is C(Cl)Cl. The product is [OH:1][CH:2]1[CH2:6][CH2:5][N:4]([C:7]2[CH:8]=[C:9]3[C:13](=[CH:14][CH:15]=2)[C:12]2([C:19](=[O:20])[N:18]([CH2:21][C:22]([OH:24])=[O:23])[C:17](=[O:29])[NH:16]2)[CH2:11][CH2:10]3)[CH2:3]1. The yield is 0.990. (4) The reactants are [Cl:1][C:2]1[C:10]2[N:9]=[C:8]3[N:11]([C:15]4[CH:20]=[CH:19][C:18]([Cl:21])=[CH:17][C:16]=4[Cl:22])[CH2:12][CH2:13][CH2:14][N:7]3[C:6]=2[C:5]([CH:23]([OH:26])[CH2:24][CH3:25])=[CH:4][CH:3]=1.[C:27](O[C:27](=[O:32])[C:28]([CH3:31])([CH3:30])[CH3:29])(=[O:32])[C:28]([CH3:31])([CH3:30])[CH3:29].C(=O)(O)[O-].[Na+]. The catalyst is CN(C)C1C=CN=CC=1.N1C=CC=CC=1. The product is [CH3:29][C:28]([CH3:31])([CH3:30])[C:27]([O:26][CH:23]([C:5]1[C:6]2[N:7]3[CH2:14][CH2:13][CH2:12][N:11]([C:15]4[CH:20]=[CH:19][C:18]([Cl:21])=[CH:17][C:16]=4[Cl:22])[C:8]3=[N:9][C:10]=2[C:2]([Cl:1])=[CH:3][CH:4]=1)[CH2:24][CH3:25])=[O:32]. The yield is 0.640.